From a dataset of Full USPTO retrosynthesis dataset with 1.9M reactions from patents (1976-2016). Predict the reactants needed to synthesize the given product. (1) Given the product [O:7]=[C:4]1[O:5][N:3]=[C:33]([C:28]2[CH:29]=[CH:30][CH:31]=[CH:32][C:27]=2[C:24]2[CH:23]=[CH:22][C:21]([CH2:20][C:19]3[C:14](=[O:13])[N:15]([CH:43]4[CH2:44][CH2:45][O:46][CH2:47][CH2:48]4)[C:16]4[N:17]([N:40]=[CH:41][N:42]=4)[C:18]=3[CH2:35][CH2:36][CH2:37][CH2:38][CH3:39])=[CH:26][CH:25]=2)[NH:34]1, predict the reactants needed to synthesize it. The reactants are: [Cl-].O[NH3+:3].[C:4](=[O:7])([O-])[OH:5].[Na+].CS(C)=O.[O:13]=[C:14]1[C:19]([CH2:20][C:21]2[CH:26]=[CH:25][C:24]([C:27]3[C:28]([C:33]#[N:34])=[CH:29][CH:30]=[CH:31][CH:32]=3)=[CH:23][CH:22]=2)=[C:18]([CH2:35][CH2:36][CH2:37][CH2:38][CH3:39])[N:17]2[N:40]=[CH:41][N:42]=[C:16]2[N:15]1[CH:43]1[CH2:48][CH2:47][O:46][CH2:45][CH2:44]1. (2) Given the product [CH:34]1([NH:37][CH2:6][C@H:7]2[CH2:12][N:11]([S:13]([C:16]3[S:17][CH:18]=[CH:19][CH:20]=3)(=[O:14])=[O:15])[CH2:10][CH2:9][N:8]2[C:21]2[CH:22]=[CH:23][C:24]([C:27]([OH:33])([CH3:32])[C:28]([F:30])([F:29])[F:31])=[CH:25][CH:26]=2)[CH2:36][CH2:35]1, predict the reactants needed to synthesize it. The reactants are: CS(O[CH2:6][C@H:7]1[CH2:12][N:11]([S:13]([C:16]2[S:17][CH:18]=[CH:19][CH:20]=2)(=[O:15])=[O:14])[CH2:10][CH2:9][N:8]1[C:21]1[CH:26]=[CH:25][C:24]([C:27]([OH:33])([CH3:32])[C:28]([F:31])([F:30])[F:29])=[CH:23][CH:22]=1)(=O)=O.[CH:34]1([NH2:37])[CH2:36][CH2:35]1. (3) Given the product [NH2:1][C:2]1[N:3]([CH3:24])[C:4](=[O:23])[C:5]2([C:15]3[C:10](=[CH:11][CH:12]=[C:13]([C:31]4[CH:30]=[CH:29][CH:28]=[C:27]([O:26][CH3:25])[CH:32]=4)[CH:14]=3)[O:9][CH:8]([C:17]3[CH:22]=[CH:21][CH:20]=[CH:19][CH:18]=3)[CH2:7]2)[N:6]=1, predict the reactants needed to synthesize it. The reactants are: [NH2:1][C:2]1[N:3]([CH3:24])[C:4](=[O:23])[C:5]2([C:15]3[C:10](=[CH:11][CH:12]=[C:13](Br)[CH:14]=3)[O:9][CH:8]([C:17]3[CH:22]=[CH:21][CH:20]=[CH:19][CH:18]=3)[CH2:7]2)[N:6]=1.[CH3:25][O:26][C:27]1[CH:28]=[C:29](B(O)O)[CH:30]=[CH:31][CH:32]=1. (4) Given the product [Cl:1][C:2]1[CH:3]=[N:4][C:5]2[N:6]([N:8]=[C:9]([C:11]([N:13]3[CH2:18][CH2:17][C:16]4[CH:19]=[CH:20][N:21]([C:27]5[NH:26][N:25]=[N:24][N:23]=5)[C:15]=4[CH:14]3[CH3:22])=[O:12])[CH:10]=2)[CH:7]=1, predict the reactants needed to synthesize it. The reactants are: [Cl:1][C:2]1[CH:3]=[N:4][C:5]2[N:6]([N:8]=[C:9]([C:11]([N:13]3[CH2:18][CH2:17][C:16]4[CH:19]=[CH:20][NH:21][C:15]=4[CH:14]3[CH3:22])=[O:12])[CH:10]=2)[CH:7]=1.[NH:23]1[CH:27]=[N:26][N:25]=[N:24]1. (5) Given the product [F:1][C:2]1[CH:29]=[CH:28][C:5]([CH2:6][NH:7][C:8](=[O:27])[CH2:9][N:10]2[CH2:14][CH2:13][N:12]([C:15]3[S:16][C:17]([C:21]([OH:23])=[O:22])=[C:18]([CH3:20])[N:19]=3)[C:11]2=[O:26])=[CH:4][CH:3]=1, predict the reactants needed to synthesize it. The reactants are: [F:1][C:2]1[CH:29]=[CH:28][C:5]([CH2:6][NH:7][C:8](=[O:27])[CH2:9][N:10]2[CH2:14][CH2:13][N:12]([C:15]3[S:16][C:17]([C:21]([O:23]CC)=[O:22])=[C:18]([CH3:20])[N:19]=3)[C:11]2=[O:26])=[CH:4][CH:3]=1.[OH-].[Na+].Cl.